This data is from Forward reaction prediction with 1.9M reactions from USPTO patents (1976-2016). The task is: Predict the product of the given reaction. (1) Given the reactants [Br:1][C:2]1[N:3]=[C:4]([OH:13])[C:5]([NH:8][CH:9]2[CH2:12][CH2:11][CH2:10]2)=[N:6][CH:7]=1.Br[CH2:15][C:16]([O:18][C:19]([CH3:22])([CH3:21])[CH3:20])=[O:17], predict the reaction product. The product is: [Br:1][C:2]1[N:3]([CH2:15][C:16]([O:18][C:19]([CH3:22])([CH3:21])[CH3:20])=[O:17])[C:4](=[O:13])[C:5]([NH:8][CH:9]2[CH2:12][CH2:11][CH2:10]2)=[N:6][CH:7]=1. (2) The product is: [CH2:1]1[C:13]2[NH:12][C:11]3[C:6](=[CH:7][CH:8]=[CH:9][CH:10]=3)[C:5]=2[CH2:4][CH2:3][N:2]1[CH2:14][C:15]([OH:17])=[O:16]. Given the reactants [CH2:1]1[C:13]2[NH:12][C:11]3[C:6](=[CH:7][CH:8]=[CH:9][CH:10]=3)[C:5]=2[CH2:4][CH2:3][N:2]1[CH2:14][C:15]([O:17]C(C)(C)C)=[O:16], predict the reaction product.